From a dataset of Retrosynthesis with 50K atom-mapped reactions and 10 reaction types from USPTO. Predict the reactants needed to synthesize the given product. (1) Given the product COc1c(N)cc(C(C)=O)cc1C(C)(C)C, predict the reactants needed to synthesize it. The reactants are: COc1c([N+](=O)[O-])cc(C(C)=O)cc1C(C)(C)C. (2) Given the product Cc1sc2c(c1C(C)C)O[C@@H](C)CN(C(=O)OC(C)(C)C)C2, predict the reactants needed to synthesize it. The reactants are: CB(O)O.CC(C)c1c(Br)sc2c1O[C@@H](C)CN(C(=O)OC(C)(C)C)C2. (3) Given the product CN(C)Cc1cc2c(o1)CN(C(=O)CCCCS(=O)(=O)c1ccccc1)CC2, predict the reactants needed to synthesize it. The reactants are: C=O.CNC.O=C(CCCCS(=O)(=O)c1ccccc1)N1CCc2ccoc2C1. (4) Given the product CC#CCOc1cc(Oc2cccc(C#N)c2)ncn1, predict the reactants needed to synthesize it. The reactants are: CC#CCOc1cc(Cl)ncn1.N#Cc1cccc(O)c1. (5) Given the product O=C(O)CCc1ccc(SCCNS(=O)(=O)c2ccc(Cl)cc2)cc1, predict the reactants needed to synthesize it. The reactants are: NCCSc1ccc(CCC(=O)O)cc1.O=S(=O)(Cl)c1ccc(Cl)cc1.